The task is: Regression. Given a peptide amino acid sequence and an MHC pseudo amino acid sequence, predict their binding affinity value. This is MHC class I binding data.. This data is from Peptide-MHC class I binding affinity with 185,985 pairs from IEDB/IMGT. (1) The peptide sequence is PNSARSQSER. The MHC is Patr-A0401 with pseudo-sequence Patr-A0401. The binding affinity (normalized) is 0.173. (2) The MHC is Mamu-B08 with pseudo-sequence Mamu-B08. The peptide sequence is RRWRRRWQ. The binding affinity (normalized) is 0.603. (3) The peptide sequence is SAYYLDIGF. The MHC is HLA-B39:01 with pseudo-sequence HLA-B39:01. The binding affinity (normalized) is 0.0847. (4) The peptide sequence is AEFKSRFFVM. The MHC is HLA-B40:01 with pseudo-sequence HLA-B40:01. The binding affinity (normalized) is 0.655. (5) The peptide sequence is FLRKNQRAL. The binding affinity (normalized) is 0.0847. The MHC is HLA-B15:17 with pseudo-sequence HLA-B15:17. (6) The peptide sequence is VIRHVDGKI. The MHC is HLA-A02:02 with pseudo-sequence HLA-A02:02. The binding affinity (normalized) is 0.163.